The task is: Regression. Given two drug SMILES strings and cell line genomic features, predict the synergy score measuring deviation from expected non-interaction effect.. This data is from NCI-60 drug combinations with 297,098 pairs across 59 cell lines. Drug 1: C1=CC=C(C=C1)NC(=O)CCCCCCC(=O)NO. Drug 2: CC12CCC3C(C1CCC2O)C(CC4=C3C=CC(=C4)O)CCCCCCCCCS(=O)CCCC(C(F)(F)F)(F)F. Cell line: HS 578T. Synergy scores: CSS=2.74, Synergy_ZIP=-1.89, Synergy_Bliss=-1.46, Synergy_Loewe=-1.66, Synergy_HSA=-0.985.